This data is from Full USPTO retrosynthesis dataset with 1.9M reactions from patents (1976-2016). The task is: Predict the reactants needed to synthesize the given product. (1) The reactants are: [Br:1][C:2]1[CH:3]=[C:4]2[C:14](=[CH:15][CH:16]=1)[O:13][C:7]1([CH2:12][CH2:11][CH2:10][CH2:9][CH2:8]1)[CH2:6][C:5]2=[O:17].[Br-].[CH2:19]1COC[CH2:20]1. Given the product [Br:1][C:2]1[CH:3]=[C:4]2[C:14](=[CH:15][CH:16]=1)[O:13][C:7]1([CH2:8][CH2:9][CH2:10][CH2:11][CH2:12]1)[CH2:6][C:5]2([CH:19]=[CH2:20])[OH:17], predict the reactants needed to synthesize it. (2) Given the product [CH3:14][C@@:13]12[CH2:15][CH2:16][C@H:17]3[C@@H:8]([CH2:7][CH2:6][C:5]4[CH:4]=[C:3]([OH:2])[CH:20]=[CH:19][C:18]=43)[C@@H:9]1[CH2:10][C@@H:11]([OH:21])[CH2:12]2, predict the reactants needed to synthesize it. The reactants are: C[O:2][C:3]1[CH:20]=[CH:19][C:18]2[C@@H:17]3[C@H:8]([C@H:9]4[C@:13]([CH2:15][CH2:16]3)([CH3:14])[CH2:12][C@H:11]([OH:21])[CH2:10]4)[CH2:7][CH2:6][C:5]=2[CH:4]=1.[H-].C([Al+]CC(C)C)C(C)C.C(O)C.Cl.